Dataset: Experimentally validated miRNA-target interactions with 360,000+ pairs, plus equal number of negative samples. Task: Binary Classification. Given a miRNA mature sequence and a target amino acid sequence, predict their likelihood of interaction. The miRNA is rno-miR-212-3p with sequence UAACAGUCUCCAGUCACGGCCA. The protein sequence of the target gene is MSNVRVSNGSPSLERMDARQAEHPKPSACRNLFGPVNHEELTRDLEKHCRDMEEASQRKWNFDFQNHKPLEGRYEWQEVERGSLPEFYYRPPRPPKSACKVLAQESQDVSGSRQAVPLIGSQANSEDRHLVDQMPDSSDNPAGLAEQCPGMRKRPAAEDSSSQNKRANRTEENVSDGSPNAGTVEQTPKKPGLRRQT. Result: 0 (no interaction).